Predict the reaction yield, written as a fraction of the theoretical maximum amount of product (1.0 means a 100% yield; for example, 0.34 means a 34% yield). From a dataset of Reaction yield outcomes from USPTO patents with 853,638 reactions. (1) The reactants are Br[C:2]1[CH:3]=[C:4]([CH:13]=[CH:14][CH:15]=1)[O:5][CH:6]1[CH2:11][CH2:10][N:9]([CH3:12])[CH2:8][CH2:7]1.[B:16]1([B:16]2[O:20][C:19]([CH3:22])([CH3:21])[C:18]([CH3:24])([CH3:23])[O:17]2)[O:20][C:19]([CH3:22])([CH3:21])[C:18]([CH3:24])([CH3:23])[O:17]1.CC([O-])=O.[K+]. The catalyst is CN(C=O)C. The product is [CH3:12][N:9]1[CH2:10][CH2:11][CH:6]([O:5][C:4]2[CH:13]=[CH:14][CH:15]=[C:2]([B:16]3[O:20][C:19]([CH3:22])([CH3:21])[C:18]([CH3:24])([CH3:23])[O:17]3)[CH:3]=2)[CH2:7][CH2:8]1. The yield is 0.360. (2) The reactants are [N+:1]([C:4]1[CH:21]=[CH:20][CH:19]=[CH:18][C:5]=1[CH:6]=[C:7]([C:13]([O:15][CH2:16][CH3:17])=[O:14])[C:8](OCC)=[O:9])([O-])=O.C(O)(=O)C.C(OCC)(=O)C. The catalyst is [Fe].O. The product is [O:9]=[C:8]1[C:7]([C:13]([O:15][CH2:16][CH3:17])=[O:14])=[CH:6][C:5]2[C:4](=[CH:21][CH:20]=[CH:19][CH:18]=2)[NH:1]1. The yield is 0.630.